From a dataset of Full USPTO retrosynthesis dataset with 1.9M reactions from patents (1976-2016). Predict the reactants needed to synthesize the given product. (1) The reactants are: C([N-]C(C)C)(C)C.[Li+].[CH3:9][N:10]1[C:15](=[O:16])[C:14]2[CH:17]=[CH:18][S:19][C:13]=2[C:12]([CH2:20][CH:21]([CH3:23])[CH3:22])=[N:11]1.[F:24][C:25]([F:35])([F:34])[C:26]1[CH:33]=[CH:32][CH:31]=[CH:30][C:27]=1[CH:28]=O.C(=O)([O-])O.[Na+]. Given the product [F:24][C:25]([F:34])([F:35])[C:26]1[CH:33]=[CH:32][CH:31]=[CH:30][C:27]=1[CH2:28][C:18]1[S:19][C:13]2[C:12]([CH2:20][CH:21]([CH3:23])[CH3:22])=[N:11][N:10]([CH3:9])[C:15](=[O:16])[C:14]=2[CH:17]=1, predict the reactants needed to synthesize it. (2) Given the product [NH2:25][C:11]1[C:12]([N:17]2[CH2:21][CH2:20][C@@H:19]([N:22]([CH3:24])[CH3:23])[CH2:18]2)=[CH:13][C:14]([O:15][CH3:16])=[C:9]([NH:8][C:5]2[N:4]=[C:3]([C:26]3[CH:27]=[N:28][N:29]4[CH:34]=[CH:33][CH:32]=[CH:31][C:30]=34)[C:2]([C:70]#[N:72])=[CH:7][N:6]=2)[CH:10]=1, predict the reactants needed to synthesize it. The reactants are: Cl[C:2]1[C:3]([C:26]2[CH:27]=[N:28][N:29]3[CH:34]=[CH:33][CH:32]=[CH:31][C:30]=23)=[N:4][C:5]([NH:8][C:9]2[C:14]([O:15][CH3:16])=[CH:13][C:12]([N:17]3[CH2:21][CH2:20][C@@H:19]([N:22]([CH3:24])[CH3:23])[CH2:18]3)=[C:11]([NH2:25])[CH:10]=2)=[N:6][CH:7]=1.C1(P(C2CCCCC2)C2C=CC=CC=2C2C(C(C)C)=CC(C(C)C)=CC=2C(C)C)CCCCC1.C[C:70]([N:72](C)C)=O. (3) Given the product [CH2:25]1[C:24]2[C:21]3[CH:22]=[CH:23][C:18]([N:3]4[CH:4]=[CH:5][C:6]([C:8]5[CH:13]=[CH:12][C:11]([C:14]([F:17])([F:15])[F:16])=[CH:10][CH:9]=5)=[CH:7][C:2]4=[O:1])=[CH:19][C:20]=3[O:30][C:29]=2[CH2:28][CH2:27][NH:26]1, predict the reactants needed to synthesize it. The reactants are: [O:1]=[C:2]1[CH:7]=[C:6]([C:8]2[CH:13]=[CH:12][C:11]([C:14]([F:17])([F:16])[F:15])=[CH:10][CH:9]=2)[CH:5]=[CH:4][N:3]1[C:18]1[CH:23]=[CH:22][C:21]2[C:24]3[CH2:25][N:26](C(OC(C)(C)C)=O)[CH2:27][CH2:28][C:29]=3[O:30][C:20]=2[CH:19]=1.Cl. (4) The reactants are: [N:1]1([C:7]([N:9]2[CH2:14][CH:13]([C:15]3[CH:20]=[CH:19][C:18]([C:21]([F:24])([F:23])[F:22])=[CH:17][CH:16]=3)[CH2:12][CH:11]([C:25](=[S:27])[NH2:26])[CH2:10]2)=[O:8])[CH2:6][CH2:5][O:4][CH2:3][CH2:2]1.Br[CH2:29][C:30]([C:32]1[CH:37]=[CH:36][CH:35]=[CH:34][N:33]=1)=O. Given the product [N:33]1[CH:34]=[CH:35][CH:36]=[CH:37][C:32]=1[C:30]1[N:26]=[C:25]([CH:11]2[CH2:12][CH:13]([C:15]3[CH:20]=[CH:19][C:18]([C:21]([F:22])([F:23])[F:24])=[CH:17][CH:16]=3)[CH2:14][N:9]([C:7]([N:1]3[CH2:6][CH2:5][O:4][CH2:3][CH2:2]3)=[O:8])[CH2:10]2)[S:27][CH:29]=1, predict the reactants needed to synthesize it. (5) Given the product [C:13]([O:12][C:10]([N:5]1[CH2:6][C@@H:2]([CH3:1])[CH2:3][C@@H:4]1[C:7]([OH:9])=[O:8])=[O:11])([CH3:16])([CH3:15])[CH3:14], predict the reactants needed to synthesize it. The reactants are: [CH3:1][C@@H:2]1[CH2:6][NH:5][C@@H:4]([C:7]([OH:9])=[O:8])[CH2:3]1.[C:10](O[C:10]([O:12][C:13]([CH3:16])([CH3:15])[CH3:14])=[O:11])([O:12][C:13]([CH3:16])([CH3:15])[CH3:14])=[O:11].